This data is from Forward reaction prediction with 1.9M reactions from USPTO patents (1976-2016). The task is: Predict the product of the given reaction. (1) Given the reactants [C:1]([C:5]1[CH:10]=[CH:9][C:8]([C:11]2[C:20]([O:21][CH2:22][C:23]#[N:24])=[CH:19][CH:18]=[C:17]3[C:12]=2[CH:13]=[CH:14][C:15]([CH2:25][NH:26][C:27]([C:29]2[C:33]4[CH:34]=[CH:35][CH:36]=[CH:37][C:32]=4[O:31][C:30]=2[CH2:38][CH2:39][CH2:40][CH3:41])=[O:28])=[CH:16]3)=[CH:7][CH:6]=1)([CH3:4])([CH3:3])[CH3:2].[N-:42]=[N+:43]=[N-:44].[Na+].[Cl-].[NH4+].[OH-].[Na+], predict the reaction product. The product is: [C:1]([C:5]1[CH:6]=[CH:7][C:8]([C:11]2[C:20]([O:21][CH2:22][C:23]3[NH:44][N:43]=[N:42][N:24]=3)=[CH:19][CH:18]=[C:17]3[C:12]=2[CH:13]=[CH:14][C:15]([CH2:25][NH:26][C:27]([C:29]2[C:33]4[CH:34]=[CH:35][CH:36]=[CH:37][C:32]=4[O:31][C:30]=2[CH2:38][CH2:39][CH2:40][CH3:41])=[O:28])=[CH:16]3)=[CH:9][CH:10]=1)([CH3:4])([CH3:3])[CH3:2]. (2) The product is: [F:22][C:19]([F:20])([F:21])[C:16]1[CH:15]=[CH:14][C:13]([C:3]2[CH:4]=[CH:5][C:6]([NH:8][S:9]([CH3:12])(=[O:10])=[O:11])=[CH:7][CH:2]=2)=[CH:18][CH:17]=1. Given the reactants F[C:2]1[CH:7]=[C:6]([NH:8][S:9]([CH3:12])(=[O:11])=[O:10])[CH:5]=[CH:4][C:3]=1[C:13]1[CH:18]=[CH:17][C:16]([C:19]([F:22])([F:21])[F:20])=[CH:15][CH:14]=1.FC1C=C(N)C=CC=1C1C=CC(C(F)(F)F)=CC=1, predict the reaction product. (3) Given the reactants O.O.[Sn](Cl)(Cl)(Cl)Cl.[N+:8]([C:11]1[CH:12]=[C:13]2[C:19]([C:20]([F:23])([F:22])[F:21])=[CH:18][NH:17][C:14]2=[N:15][CH:16]=1)([O-])=O.C(=O)(O)[O-].[Na+], predict the reaction product. The product is: [NH2:8][C:11]1[CH:12]=[C:13]2[C:19]([C:20]([F:23])([F:22])[F:21])=[CH:18][NH:17][C:14]2=[N:15][CH:16]=1. (4) The product is: [Cl:1][C:2]1[N:3]=[C:4]2[CH:9]=[CH:8][C:7](/[CH:10]=[CH:11]/[CH3:12])=[N:6][N:5]2[C:13]=1[S:14]([NH2:17])(=[O:15])=[O:16]. Given the reactants [Cl:1][C:2]1[N:3]=[C:4]2[CH:9]=[CH:8][C:7]([CH:10]=[CH:11][CH3:12])=[N:6][N:5]2[C:13]=1[S:14]([N:17]=CN(CC(C)C)CC(C)C)(=[O:16])=[O:15].ClC1N=C2C=CC(C3CC3)=NN2C=1S(N=CN(CC(C)C)CC(C)C)(=O)=O, predict the reaction product. (5) Given the reactants [CH3:1][O:2][C:3]1[CH:8]=[C:7]([CH3:9])[CH:6]=[C:5]([C:10]2[C:11]([OH:17])=[CH:12][CH:13]=[C:14]([CH3:16])[CH:15]=2)[C:4]=1[OH:18].[CH2:19]([Li])[CH2:20][CH2:21][CH3:22].Cl[P:25]1[O:29][C:28]([C:36]2[CH:41]=[CH:40][CH:39]=[CH:38][CH:37]=2)([C:30]2[CH:35]=[CH:34][CH:33]=[CH:32][CH:31]=2)[C:27]([C:48]2[CH:53]=[CH:52][CH:51]=[CH:50][CH:49]=2)([C:42]2[CH:47]=[CH:46][CH:45]=[CH:44][CH:43]=2)[O:26]1, predict the reaction product. The product is: [CH3:1][O:2][C:3]1[C:4]([O:18][P:25]2[O:29][C:28]([C:36]3[CH:41]=[CH:40][CH:39]=[CH:38][CH:37]=3)([C:30]3[CH:35]=[CH:34][CH:33]=[CH:32][CH:31]=3)[C:27]([C:48]3[CH:53]=[CH:52][CH:51]=[CH:50][CH:49]=3)([C:42]3[CH:47]=[CH:46][CH:45]=[CH:44][CH:43]=3)[O:26]2)=[C:5]([C:10]2[CH:15]=[C:14]([CH3:16])[CH:13]=[CH:12][C:11]=2[O:17][P:25]2[O:29][C:21]([C:36]3[CH:41]=[CH:40][CH:39]=[CH:38][CH:37]=3)([C:20]3[CH:19]=[CH:28][CH:27]=[CH:48][CH:49]=3)[C:22]([C:35]3[CH:30]=[CH:31][CH:32]=[CH:33][CH:34]=3)([C:42]3[CH:47]=[CH:46][CH:45]=[CH:44][CH:43]=3)[O:26]2)[CH:6]=[C:7]([CH3:9])[CH:8]=1. (6) Given the reactants [Br:1][C:2]([CH2:4]Br)=[CH2:3].[Cl:6][C:7]1[CH:12]=[CH:11][C:10]([Mg]Br)=[CH:9][CH:8]=1.Cl, predict the reaction product. The product is: [Br:1][C:2](=[CH2:3])[CH2:4][C:10]1[CH:11]=[CH:12][C:7]([Cl:6])=[CH:8][CH:9]=1. (7) Given the reactants CN1C(C(OC(C)(C)C)=O)CNC1=O.ClC1C=NC=CN=1.C(=O)([O-])[O-].[Cs+].[Cs+].CC1(C)C2C(=C(P(C3C=CC=CC=3)C3C=CC=CC=3)C=CC=2)OC2C(P(C3C=CC=CC=3)C3C=CC=CC=3)=CC=CC1=2.FC(F)(F)C(O)=O.[CH3:77][N:78]1[CH:82]([C:83]([O:85]C(C)(C)C)=[O:84])[CH2:81][N:80]([C:90]2[CH:95]=[N:94][CH:93]=[CH:92][N:91]=2)[C:79]1=[O:96], predict the reaction product. The product is: [CH3:77][N:78]1[CH:82]([C:83]([OH:85])=[O:84])[CH2:81][N:80]([C:90]2[CH:95]=[N:94][CH:93]=[CH:92][N:91]=2)[C:79]1=[O:96]. (8) Given the reactants [F:1][C:2]([F:13])([F:12])[C:3]1[CH:8]=[CH:7][C:6](B(O)O)=[CH:5][N:4]=1.Br[C:15]1[CH:16]=[C:17]2[C:21](=[CH:22][CH:23]=1)[NH:20][CH2:19][CH2:18]2.C(=O)([O-])[O-].[Cs+].[Cs+], predict the reaction product. The product is: [F:1][C:2]([F:13])([F:12])[C:3]1[N:4]=[CH:5][C:6]([C:15]2[CH:16]=[C:17]3[C:21](=[CH:22][CH:23]=2)[NH:20][CH2:19][CH2:18]3)=[CH:7][CH:8]=1. (9) Given the reactants C(O)(C)(C)C.C1(P([N:20]=[N+]=[N-])(C2C=CC=CC=2)=O)C=CC=CC=1.C(N(CC)CC)C.[F:30][C:31]1[CH:36]=[CH:35][CH:34]=[CH:33][C:32]=1[C:37]([CH3:42])(C)[C:38](O)=O, predict the reaction product. The product is: [F:30][C:31]1[CH:36]=[CH:35][CH:34]=[CH:33][C:32]=1[C:37]([NH2:20])([CH3:42])[CH3:38].